Dataset: Forward reaction prediction with 1.9M reactions from USPTO patents (1976-2016). Task: Predict the product of the given reaction. (1) Given the reactants [O:1]1[C:5]2[CH:6]=[CH:7][CH:8]=[CH:9][C:4]=2[CH:3]=[C:2]1[CH2:10][C:11]([OH:13])=O.[CH2:14]([O:18][C:19](=[O:23])[C@H:20]([CH3:22])[NH2:21])[CH:15]([CH3:17])[CH3:16], predict the reaction product. The product is: [CH2:14]([O:18][C:19](=[O:23])[C@H:20]([CH3:22])[NH:21][C:11](=[O:13])[CH2:10][C:2]1[O:1][C:5]2[CH:6]=[CH:7][CH:8]=[CH:9][C:4]=2[CH:3]=1)[CH:15]([CH3:17])[CH3:16]. (2) Given the reactants [O:1]1[C:5]([C:6]2[CH:14]=[CH:13][C:9]([C:10](O)=[O:11])=[CH:8][CH:7]=2)=[CH:4][N:3]=[CH:2]1.CC[N:17](CC)CC.ClC(OCC(C)C)=O.[NH4+].[OH-], predict the reaction product. The product is: [O:1]1[C:5]([C:6]2[CH:14]=[CH:13][C:9]([C:10]([NH2:17])=[O:11])=[CH:8][CH:7]=2)=[CH:4][N:3]=[CH:2]1. (3) Given the reactants Cl[C:2]1[N:3]=[C:4]([OH:12])[C:5]2[CH:11]=[CH:10][N:9]=[CH:8][C:6]=2[N:7]=1.[CH2:13]([N:20]1[C:28]2[C:23](=[CH:24][CH:25]=[C:26]([OH:29])[CH:27]=2)[CH:22]=[N:21]1)[C:14]1[CH:19]=[CH:18][CH:17]=[CH:16][CH:15]=1, predict the reaction product. The product is: [CH2:13]([N:20]1[C:28]2[C:23](=[CH:24][CH:25]=[C:26]([O:29][C:2]3[N:3]=[C:4]([OH:12])[C:5]4[CH:11]=[CH:10][N:9]=[CH:8][C:6]=4[N:7]=3)[CH:27]=2)[CH:22]=[N:21]1)[C:14]1[CH:15]=[CH:16][CH:17]=[CH:18][CH:19]=1. (4) Given the reactants [Cl:1][C:2]1[CH:3]=[C:4]([NH:9][C:10]([C:12]2[CH:17]=[CH:16][C:15]([C:18]3[CH:23]=[CH:22][CH:21]=[CH:20][CH:19]=3)=[CH:14][CH:13]=2)=O)[CH:5]=[CH:6][C:7]=1[F:8].COC1C=CC(P2(=S)SP(C3C=CC(OC)=CC=3)(=S)[S:33]2)=CC=1, predict the reaction product. The product is: [Cl:1][C:2]1[CH:3]=[C:4]([NH:9][C:10]([C:12]2[CH:17]=[CH:16][C:15]([C:18]3[CH:23]=[CH:22][CH:21]=[CH:20][CH:19]=3)=[CH:14][CH:13]=2)=[S:33])[CH:5]=[CH:6][C:7]=1[F:8].